This data is from Full USPTO retrosynthesis dataset with 1.9M reactions from patents (1976-2016). The task is: Predict the reactants needed to synthesize the given product. (1) Given the product [Br:1][C:2]1[CH:3]=[C:4]([C:9]2[O:13][N:12]=[CH:11][C:10]=2[CH2:14][CH2:15][C:16]([O:18][CH3:24])=[O:17])[CH:5]=[CH:6][C:7]=1[Cl:8], predict the reactants needed to synthesize it. The reactants are: [Br:1][C:2]1[CH:3]=[C:4]([C:9]2[O:13][N:12]=[CH:11][C:10]=2[CH2:14][CH2:15][C:16]([OH:18])=[O:17])[CH:5]=[CH:6][C:7]=1[Cl:8].S(=O)(=O)(O)O.[CH3:24]O. (2) The reactants are: [NH2:1][C:2]1[C:11]2[N:10]=[CH:9][C:8]([CH2:12][CH2:13][C:14]3[CH:23]=[CH:22][C:17]([O:18][CH2:19][CH2:20][OH:21])=[CH:16][C:15]=3[CH3:24])=[CH:7][C:6]=2[C:5]2[CH:25]=[CH:26][C:27]([CH3:29])=[CH:28][C:4]=2[N:3]=1.BrCCO[CH2:34][CH2:35][CH2:36][P:37](=[O:44])([O:41][CH2:42][CH3:43])[O:38][CH2:39][CH3:40]. Given the product [NH2:1][C:2]1[C:11]2[N:10]=[CH:9][C:8]([CH2:12][CH2:13][C:14]3[CH:23]=[CH:22][C:17]([O:18][CH2:19][CH2:20][O:21][CH2:34][CH2:35][CH2:36][P:37](=[O:44])([O:41][CH2:42][CH3:43])[O:38][CH2:39][CH3:40])=[CH:16][C:15]=3[CH3:24])=[CH:7][C:6]=2[C:5]2[CH:25]=[CH:26][C:27]([CH3:29])=[CH:28][C:4]=2[N:3]=1, predict the reactants needed to synthesize it. (3) Given the product [S:34]1[C:38]([C:39](=[O:41])[CH2:40][Br:1])=[CH:37][C:36]2[CH:42]=[CH:43][CH:44]=[CH:45][C:35]1=2, predict the reactants needed to synthesize it. The reactants are: [Br-:1].[Br-].[Br-].C1([N+](C)(C)C)C=CC=CC=1.C1([N+](C)(C)C)C=CC=CC=1.C1([N+](C)(C)C)C=CC=CC=1.[S:34]1[C:38]([C:39](=[O:41])[CH3:40])=[CH:37][C:36]2[CH:42]=[CH:43][CH:44]=[CH:45][C:35]1=2. (4) Given the product [NH:12]1[C:16]([C:17]2[O:21][C:20]([CH2:22][NH:11][C:8]34[CH2:10][CH:4]5[CH2:5][CH:6]([CH2:1][CH:2]([CH2:3]5)[CH2:9]3)[CH2:7]4)=[CH:19][CH:18]=2)=[CH:15][CH:14]=[N:13]1, predict the reactants needed to synthesize it. The reactants are: [CH2:1]1[CH:6]2[CH2:7][C:8]3([NH2:11])[CH2:10][CH:4]([CH2:5]2)[CH2:3][CH:2]1[CH2:9]3.[NH:12]1[C:16]([C:17]2[O:21][C:20]([CH:22]=O)=[CH:19][CH:18]=2)=[CH:15][CH:14]=[N:13]1.